This data is from Rat liver microsome stability data. The task is: Regression/Classification. Given a drug SMILES string, predict its absorption, distribution, metabolism, or excretion properties. Task type varies by dataset: regression for continuous measurements (e.g., permeability, clearance, half-life) or binary classification for categorical outcomes (e.g., BBB penetration, CYP inhibition). Dataset: rlm. (1) The drug is COC(=O)CNC(=O)c1nc(-c2ccc(Cl)nc2)c2cnccn12. The result is 1 (stable in rat liver microsomes). (2) The molecule is CNC(=O)[C@@H](NC(=O)c1ccc(-c2ccc(CSc3nc(O)c4c(n3)CCC4)c(F)c2)o1)C(C)(C)O. The result is 1 (stable in rat liver microsomes). (3) The molecule is COc1ccc2c(OC[C@@H]3C[C@H]4C(=O)N(C)CCCCC=C[C@H]5C[C@]5(C(=O)NS(=O)(=O)C5(C)CC5)NC(=O)N34)cc(-c3nc(C(C)C)cs3)nc2c1Cl. The result is 1 (stable in rat liver microsomes). (4) The drug is COc1ccc2cc1Oc1ccc(cc1)C[C@@H]1c3c(cc(OC)c4c3Oc3cc5c(cc3O4)CCN[C@H]5C2)CCN1C. The result is 0 (unstable in rat liver microsomes). (5) The molecule is CN1CCN(c2ccc(-c3cccc(CN4CCOCC4)c3)cc2NC(=O)c2cnc(O)cc2C(F)(F)F)CC1. The result is 0 (unstable in rat liver microsomes). (6) The compound is O=C(Nc1sc2c(c1C(=O)N1CCCCC1)CCOC2)c1ccccc1C(F)(F)F. The result is 1 (stable in rat liver microsomes). (7) The molecule is CCc1nc2c(C(F)(F)F)cccc2n1-c1cccc(Oc2cccc(S(C)(=O)=O)c2)c1. The result is 1 (stable in rat liver microsomes). (8) The molecule is COc1ccc(Nc2nc(-c3cccc(OC)c3)no2)cc1. The result is 1 (stable in rat liver microsomes). (9) The molecule is Cc1ccc(S(=O)(=O)Nc2nc3ccc(C)cc3nc2Nc2ccc3c(c2)OCO3)cc1. The result is 0 (unstable in rat liver microsomes). (10) The drug is CCc1cc(CC)nc(OCCCn2c3c(c4cc(-c5nc(C)no5)ccc42)CC(F)(F)CC3)n1. The result is 1 (stable in rat liver microsomes).